This data is from Catalyst prediction with 721,799 reactions and 888 catalyst types from USPTO. The task is: Predict which catalyst facilitates the given reaction. (1) Reactant: [C:1]([O:5][C:6]([C:8]1[C:9]([C:14]2[CH:19]=[CH:18][C:17]([CH2:20][N:21]3[C:25]([CH:26]=[O:27])=[C:24](Br)[N:23]=[C:22]3[O:29][CH2:30][CH3:31])=[C:16]([F:32])[CH:15]=2)=[CH:10][CH:11]=[CH:12][CH:13]=1)=[O:7])([CH3:4])([CH3:3])[CH3:2].CN(C=O)C.[CH3:38][CH2:39]OC(C)=O. Product: [C:1]([O:5][C:6]([C:8]1[C:9]([C:14]2[CH:19]=[CH:18][C:17]([CH2:20][N:21]3[C:25]([CH:26]=[O:27])=[C:24]([CH:38]=[CH2:39])[N:23]=[C:22]3[O:29][CH2:30][CH3:31])=[C:16]([F:32])[CH:15]=2)=[CH:10][CH:11]=[CH:12][CH:13]=1)=[O:7])([CH3:4])([CH3:3])[CH3:2]. The catalyst class is: 492. (2) Reactant: Br[C:2]1[CH:9]=[CH:8][C:5]([CH:6]=[O:7])=[C:4]([F:10])[CH:3]=1.[C:11]1(B(O)O)[CH:16]=[CH:15][CH:14]=[CH:13][CH:12]=1.[F-].[Cs+].C([O-])(O)=O.[Na+]. Product: [F:10][C:4]1[CH:3]=[C:2]([C:11]2[CH:16]=[CH:15][CH:14]=[CH:13][CH:12]=2)[CH:9]=[CH:8][C:5]=1[CH:6]=[O:7]. The catalyst class is: 108. (3) Reactant: [CH3:1][O:2][CH2:3][CH2:4][OH:5].[Cl:6][CH:7]([O:9][C:10](Cl)=[O:11])[CH3:8]. Product: [CH3:1][O:2][CH2:3][CH2:4][O:5][C:10](=[O:11])[O:9][CH:7]([Cl:6])[CH3:8]. The catalyst class is: 2.